From a dataset of Forward reaction prediction with 1.9M reactions from USPTO patents (1976-2016). Predict the product of the given reaction. (1) Given the reactants Cl[C:2]1[CH:7]=[C:6]([C:8]([OH:18])([CH3:17])[CH2:9][C:10]2[CH:15]=[CH:14][CH:13]=[CH:12][C:11]=2[CH3:16])[CH:5]=[CH:4][N:3]=1.C1(P(C2CCCCC2)C2C=CC=CC=2C2C=CC=CC=2)CCCCC1.[Li+].C[Si]([N-:49][Si](C)(C)C)(C)C.[NH4+].[Cl-], predict the reaction product. The product is: [NH2:49][C:2]1[CH:7]=[C:6]([C:8]([OH:18])([CH3:17])[CH2:9][C:10]2[CH:15]=[CH:14][CH:13]=[CH:12][C:11]=2[CH3:16])[CH:5]=[CH:4][N:3]=1. (2) Given the reactants [Cl:1][C:2]1[CH:3]=[C:4]([NH:8][C:9]([C:11]2[CH:16]=[CH:15][CH:14]=[C:13]([CH3:17])[N:12]=2)=[O:10])[CH:5]=[CH:6][CH:7]=1.[Li]CCCC.CCCCCC.[I:29]I, predict the reaction product. The product is: [Cl:1][C:2]1[CH:3]=[C:4]([NH:8][C:9]([C:11]2[C:16]([I:29])=[CH:15][CH:14]=[C:13]([CH3:17])[N:12]=2)=[O:10])[CH:5]=[CH:6][CH:7]=1.